From a dataset of Reaction yield outcomes from USPTO patents with 853,638 reactions. Predict the reaction yield, written as a fraction of the theoretical maximum amount of product (1.0 means a 100% yield; for example, 0.34 means a 34% yield). The reactants are Cl[CH2:2][C:3]1[N:4]=[N:5][C:6]([C:9]2[CH:14]=[CH:13][CH:12]=[CH:11][C:10]=2[Cl:15])=[CH:7][CH:8]=1.[N-:16]=[N+:17]=[N-:18].[Na+].O. The catalyst is CN(C=O)C. The product is [N:16]([CH2:2][C:3]1[N:4]=[N:5][C:6]([C:9]2[CH:14]=[CH:13][CH:12]=[CH:11][C:10]=2[Cl:15])=[CH:7][CH:8]=1)=[N+:17]=[N-:18]. The yield is 0.910.